Dataset: Forward reaction prediction with 1.9M reactions from USPTO patents (1976-2016). Task: Predict the product of the given reaction. (1) Given the reactants [CH3:1][O:2][C:3]([C:5]1[CH:10]=[C:9]([N:11]2[CH2:16][CH2:15][N:14]([C:17]([O:19][C:20]([CH3:23])([CH3:22])[CH3:21])=[O:18])[CH2:13][CH2:12]2)[N:8]=[C:7]([C:24]2[CH:29]=[CH:28][N:27]=[C:26](Cl)[CH:25]=2)[CH:6]=1)=[O:4].C([O-])([O-])=O.[Cs+].[Cs+].[CH:37]1([NH2:43])[CH2:42][CH2:41][CH2:40][CH2:39][CH2:38]1, predict the reaction product. The product is: [CH3:1][O:2][C:3]([C:5]1[CH:10]=[C:9]([N:11]2[CH2:16][CH2:15][N:14]([C:17]([O:19][C:20]([CH3:23])([CH3:22])[CH3:21])=[O:18])[CH2:13][CH2:12]2)[N:8]=[C:7]([C:24]2[CH:29]=[CH:28][N:27]=[C:26]([NH:43][CH:37]3[CH2:42][CH2:41][CH2:40][CH2:39][CH2:38]3)[CH:25]=2)[CH:6]=1)=[O:4]. (2) Given the reactants [C:1]1([C:11]([OH:13])=[O:12])[C:10]2[C:5](=[CH:6][CH:7]=[CH:8][CH:9]=2)[CH:4]=[CH:3][N:2]=1.S(=O)(=O)(O)O.[CH3:19]O, predict the reaction product. The product is: [C:1]1([C:11]([O:13][CH3:19])=[O:12])[C:10]2[C:5](=[CH:6][CH:7]=[CH:8][CH:9]=2)[CH:4]=[CH:3][N:2]=1. (3) Given the reactants [NH:1]([C:16]([O:18][CH2:19][C:20]1[CH:25]=[CH:24][CH:23]=[CH:22][CH:21]=1)=[O:17])[C@H:2]([C:6]([N:8]1[CH2:15][CH2:14][CH2:13][C@H:9]1[C:10](O)=[O:11])=[O:7])[CH:3]([CH3:5])[CH3:4].S(Cl)([Cl:28])=O, predict the reaction product. The product is: [NH:1]([C:16]([O:18][CH2:19][C:20]1[CH:25]=[CH:24][CH:23]=[CH:22][CH:21]=1)=[O:17])[C@H:2]([C:6]([N:8]1[CH2:15][CH2:14][CH2:13][C@H:9]1[C:10]([Cl:28])=[O:11])=[O:7])[CH:3]([CH3:5])[CH3:4].